This data is from NCI-60 drug combinations with 297,098 pairs across 59 cell lines. The task is: Regression. Given two drug SMILES strings and cell line genomic features, predict the synergy score measuring deviation from expected non-interaction effect. (1) Drug 2: CC1C(C(CC(O1)OC2CC(CC3=C2C(=C4C(=C3O)C(=O)C5=C(C4=O)C(=CC=C5)OC)O)(C(=O)CO)O)N)O.Cl. Synergy scores: CSS=55.9, Synergy_ZIP=2.81, Synergy_Bliss=3.71, Synergy_Loewe=3.28, Synergy_HSA=3.98. Drug 1: C1CCN(CC1)CCOC2=CC=C(C=C2)C(=O)C3=C(SC4=C3C=CC(=C4)O)C5=CC=C(C=C5)O. Cell line: SF-539. (2) Drug 1: COC1=C(C=C2C(=C1)N=CN=C2NC3=CC(=C(C=C3)F)Cl)OCCCN4CCOCC4. Drug 2: C1=NC2=C(N1)C(=S)N=C(N2)N. Cell line: OVCAR3. Synergy scores: CSS=71.9, Synergy_ZIP=-6.36, Synergy_Bliss=-3.94, Synergy_Loewe=-0.231, Synergy_HSA=1.22. (3) Synergy scores: CSS=16.0, Synergy_ZIP=-2.15, Synergy_Bliss=-2.83, Synergy_Loewe=-2.99, Synergy_HSA=-3.04. Drug 1: CC(C1=C(C=CC(=C1Cl)F)Cl)OC2=C(N=CC(=C2)C3=CN(N=C3)C4CCNCC4)N. Drug 2: CC12CCC3C(C1CCC2=O)CC(=C)C4=CC(=O)C=CC34C. Cell line: OVCAR-5. (4) Drug 1: CC1C(C(CC(O1)OC2CC(CC3=C2C(=C4C(=C3O)C(=O)C5=C(C4=O)C(=CC=C5)OC)O)(C(=O)CO)O)N)O.Cl. Drug 2: CC1OCC2C(O1)C(C(C(O2)OC3C4COC(=O)C4C(C5=CC6=C(C=C35)OCO6)C7=CC(=C(C(=C7)OC)O)OC)O)O. Cell line: SF-268. Synergy scores: CSS=15.3, Synergy_ZIP=-2.40, Synergy_Bliss=5.13, Synergy_Loewe=-2.80, Synergy_HSA=4.31. (5) Drug 1: CCC1=C2CN3C(=CC4=C(C3=O)COC(=O)C4(CC)O)C2=NC5=C1C=C(C=C5)O. Drug 2: C1C(C(OC1N2C=NC3=C2NC=NCC3O)CO)O. Cell line: CCRF-CEM. Synergy scores: CSS=76.2, Synergy_ZIP=14.9, Synergy_Bliss=13.9, Synergy_Loewe=-40.8, Synergy_HSA=13.9. (6) Drug 1: CC1C(C(CC(O1)OC2CC(CC3=C2C(=C4C(=C3O)C(=O)C5=C(C4=O)C(=CC=C5)OC)O)(C(=O)CO)O)N)O.Cl. Drug 2: C1=NC2=C(N1)C(=S)N=C(N2)N. Cell line: SW-620. Synergy scores: CSS=23.5, Synergy_ZIP=-1.44, Synergy_Bliss=0.462, Synergy_Loewe=-6.00, Synergy_HSA=0.489. (7) Drug 1: CC1C(C(CC(O1)OC2CC(OC(C2O)C)OC3=CC4=CC5=C(C(=O)C(C(C5)C(C(=O)C(C(C)O)O)OC)OC6CC(C(C(O6)C)O)OC7CC(C(C(O7)C)O)OC8CC(C(C(O8)C)O)(C)O)C(=C4C(=C3C)O)O)O)O. Drug 2: C#CCC(CC1=CN=C2C(=N1)C(=NC(=N2)N)N)C3=CC=C(C=C3)C(=O)NC(CCC(=O)O)C(=O)O. Cell line: KM12. Synergy scores: CSS=18.0, Synergy_ZIP=-0.0836, Synergy_Bliss=0.605, Synergy_Loewe=0.802, Synergy_HSA=-0.874.